From a dataset of Reaction yield outcomes from USPTO patents with 853,638 reactions. Predict the reaction yield, written as a fraction of the theoretical maximum amount of product (1.0 means a 100% yield; for example, 0.34 means a 34% yield). (1) The reactants are [NH2:1][C:2]1[CH:3]=[N:4][CH:5]=[CH:6][C:7]=1[C:8]1[CH2:13][CH2:12][CH2:11][CH:10]([N:14]2[C:22](=[O:23])[C:21]3[C:16](=[CH:17][CH:18]=[CH:19][CH:20]=3)[C:15]2=[O:24])[CH:9]=1.OS(O)(=O)=O.N([O-])=O.[Na+].[N-:34]=[N+:35]=[N-].[Na+].N#N.C([O-])([O-])=O.[Na+].[Na+]. The catalyst is O.CC(C)=O. The product is [N:1]([C:2]1[CH:3]=[N:4][CH:5]=[CH:6][C:7]=1[C:8]1[CH2:13][CH2:12][CH2:11][CH:10]([N:14]2[C:15](=[O:24])[C:16]3[C:21](=[CH:20][CH:19]=[CH:18][CH:17]=3)[C:22]2=[O:23])[CH:9]=1)=[N+:34]=[N-:35]. The yield is 0.920. (2) The reactants are [CH2:1]([O:3][C:4]1[CH:9]=[CH:8][N:7]=[C:6]([OH:10])[CH:5]=1)[CH3:2].C1C(=O)N([I:18])C(=O)C1. The catalyst is CN(C=O)C. The product is [CH2:1]([O:3][C:4]1[C:9]([I:18])=[CH:8][N:7]=[C:6]([OH:10])[CH:5]=1)[CH3:2]. The yield is 0.239.